Dataset: Forward reaction prediction with 1.9M reactions from USPTO patents (1976-2016). Task: Predict the product of the given reaction. (1) Given the reactants [N:1]1([CH2:7][CH2:8][CH2:9][O:10][C:11]2[CH:12]=[C:13]3[C:17](=[CH:18][CH:19]=2)[N:16]([C:20]([O:22][C:23]([CH3:26])([CH3:25])[CH3:24])=[O:21])[CH:15]=[CH:14]3)[CH2:6][CH2:5][O:4][CH2:3][CH2:2]1.[C:27](OC)(=[O:32])[C:28]([O:30][CH3:31])=[O:29], predict the reaction product. The product is: [CH3:31][O:30][C:28](=[O:29])[C:27]([C:15]1[N:16]([C:20]([O:22][C:23]([CH3:26])([CH3:25])[CH3:24])=[O:21])[C:17]2[C:13]([CH:14]=1)=[CH:12][C:11]([O:10][CH2:9][CH2:8][CH2:7][N:1]1[CH2:2][CH2:3][O:4][CH2:5][CH2:6]1)=[CH:19][CH:18]=2)=[O:32]. (2) Given the reactants [NH2:1][C:2]1[C:3]([Cl:9])=[N:4][CH:5]=[CH:6][C:7]=1[NH2:8].[C:10](OC(=O)C)(=[O:12])[CH3:11], predict the reaction product. The product is: [NH2:8][C:7]1[CH:6]=[CH:5][N:4]=[C:3]([Cl:9])[C:2]=1[NH:1][C:10](=[O:12])[CH3:11]. (3) The product is: [NH2:2][C:1]1[C:3]([CH2:5][CH2:6][CH:7]=[CH2:8])([CH3:4])[S:9](=[O:10])(=[O:11])[CH2:12][C@:13]([C:15]2[CH:20]=[C:19]([N+:21]([O-:23])=[O:22])[CH:18]=[CH:17][C:16]=2[F:24])([CH3:14])[N:25]=1. Given the reactants [C:1]([C:3]([S:9]([CH2:12][C@:13]([NH:25][S@@](C(C)(C)C)=O)([C:15]1[CH:20]=[C:19]([N+:21]([O-:23])=[O:22])[CH:18]=[CH:17][C:16]=1[F:24])[CH3:14])(=[O:11])=[O:10])([CH2:5][CH2:6][CH:7]=[CH2:8])[CH3:4])#[N:2].Cl.O1CCOCC1, predict the reaction product. (4) Given the reactants [CH3:1][N:2]1[CH2:15][CH2:14][C:5]2[NH:6][C:7]3[CH:8]=[CH:9][C:10]([CH3:13])=[CH:11][C:12]=3[C:4]=2[CH2:3]1.[CH3:16][C:17]1[CH:25]=[CH:24][C:20]([CH:21]2[O:23][CH2:22]2)=[CH:19][CH:18]=1.[H-].[Na+], predict the reaction product. The product is: [CH3:1][N:2]1[CH2:15][CH2:14][C:5]2[N:6]([CH2:22][CH:21]([C:20]3[CH:24]=[CH:25][C:17]([CH3:16])=[CH:18][CH:19]=3)[OH:23])[C:7]3[CH:8]=[CH:9][C:10]([CH3:13])=[CH:11][C:12]=3[C:4]=2[CH2:3]1. (5) The product is: [C:12]([O:16][C:17](=[O:26])[NH:18][C:19]1[CH:24]=[C:23]([C:6]2[CH:7]=[CH:8][C:3]([C:1]#[N:2])=[CH:4][CH:5]=2)[CH:22]=[CH:21][CH:20]=1)([CH3:15])([CH3:13])[CH3:14]. Given the reactants [C:1]([C:3]1[CH:8]=[CH:7][C:6](B(O)O)=[CH:5][CH:4]=1)#[N:2].[C:12]([O:16][C:17](=[O:26])[NH:18][C:19]1[CH:24]=[CH:23][CH:22]=[C:21](Br)[CH:20]=1)([CH3:15])([CH3:14])[CH3:13].C([O-])([O-])=O.[K+].[K+], predict the reaction product. (6) Given the reactants [NH:1]1[C:5]2[CH:6]=[CH:7][CH:8]=[CH:9][C:4]=2[N:3]=[C:2]1[CH:10]([NH:20][C:21](NCC1C=CC=CC=1OC)=[O:22])[CH2:11][C:12]1[CH:17]=[CH:16][C:15]([O:18][CH3:19])=[CH:14][CH:13]=1.[N:33]1[CH:34]=[C:35]([CH2:42][NH2:43])[N:36]2[CH:41]=[CH:40][CH:39]=[CH:38][C:37]=12.C(O)(C(F)(F)F)=O, predict the reaction product. The product is: [NH:1]1[C:5]2[CH:6]=[CH:7][CH:8]=[CH:9][C:4]=2[N:3]=[C:2]1[CH:10]([NH:20][C:21]([NH:43][CH2:42][C:35]1[N:36]2[CH:41]=[CH:40][CH:39]=[CH:38][C:37]2=[N:33][CH:34]=1)=[O:22])[CH2:11][C:12]1[CH:17]=[CH:16][C:15]([O:18][CH3:19])=[CH:14][CH:13]=1. (7) Given the reactants [F:1][C:2]1[CH:17]=[CH:16][CH:15]=[CH:14][C:3]=1[CH2:4][C:5]1[C:9]2=[N:10][CH:11]=[CH:12][CH:13]=[C:8]2[NH:7][N:6]=1.Cl[C:19]1[N:24]=[C:23]([NH2:25])[C:22]([N+:26]([O-:28])=[O:27])=[C:21]([NH2:29])[N:20]=1.C1(P(C2CCCCC2)C2C=CC=CC=2C2C(C(C)C)=CC(C(C)C)=CC=2C(C)C)CCCCC1.C(=O)([O-])[O-].[Cs+].[Cs+], predict the reaction product. The product is: [F:1][C:2]1[CH:17]=[CH:16][CH:15]=[CH:14][C:3]=1[CH2:4][C:5]1[C:9]2=[N:10][CH:11]=[CH:12][CH:13]=[C:8]2[N:7]([C:19]2[N:20]=[C:21]([NH2:29])[C:22]([N+:26]([O-:28])=[O:27])=[C:23]([NH2:25])[N:24]=2)[N:6]=1. (8) Given the reactants [F:1][C:2]1[CH:7]=[CH:6][C:5]([O:8][CH3:9])=[CH:4][C:3]=1[C:10]1[C:11]([OH:27])=[CH:12][C:13]([O:16][Si:17]([CH:24]([CH3:26])[CH3:25])([CH:21]([CH3:23])[CH3:22])[CH:18]([CH3:20])[CH3:19])=[CH:14][CH:15]=1.O, predict the reaction product. The product is: [C:3]([O:27][C:11]1[CH:12]=[C:13]([O:16][Si:17]([CH:21]([CH3:23])[CH3:22])([CH:24]([CH3:26])[CH3:25])[CH:18]([CH3:20])[CH3:19])[CH:14]=[CH:15][C:10]=1[C:3]1[CH:4]=[C:5]([O:8][CH3:9])[CH:6]=[CH:7][C:2]=1[F:1])([CH3:10])([CH3:4])[CH3:2].